Dataset: Reaction yield outcomes from USPTO patents with 853,638 reactions. Task: Predict the reaction yield, written as a fraction of the theoretical maximum amount of product (1.0 means a 100% yield; for example, 0.34 means a 34% yield). (1) The product is [CH3:38][N:39]([CH2:51][CH2:52][N:53]1[CH2:58][CH2:57][O:56][CH2:55][CH2:54]1)[C:40](=[O:41])[C:42]1[CH:50]=[CH:49][CH:48]=[C:44]([C:45]([NH:1][C:2]2[CH:25]=[CH:24][C:23]([N:26]3[CH2:31][CH2:30][CH2:29][CH2:28][CH2:27]3)=[CH:22][C:3]=2[C:4](=[O:5])[NH:6][C:7]2[NH:8][N:9]=[C:10]([C:12]3[CH:17]=[CH:16][CH:15]=[C:14]([C:18]([F:21])([F:19])[F:20])[CH:13]=3)[N:11]=2)=[O:46])[CH:43]=1. The yield is 0.100. The catalyst is ClCCl.C(OCC)(=O)C. The reactants are [NH2:1][C:2]1[CH:25]=[CH:24][C:23]([N:26]2[CH2:31][CH2:30][CH2:29][CH2:28][CH2:27]2)=[CH:22][C:3]=1[C:4]([NH:6][C:7]1[NH:8][N:9]=[C:10]([C:12]2[CH:17]=[CH:16][CH:15]=[C:14]([C:18]([F:21])([F:20])[F:19])[CH:13]=2)[N:11]=1)=[O:5].N1C=CC=CC=1.[CH3:38][N:39]([CH2:51][CH2:52][N:53]1[CH2:58][CH2:57][O:56][CH2:55][CH2:54]1)[C:40]([C:42]1[CH:43]=[C:44]([CH:48]=[CH:49][CH:50]=1)[C:45](Cl)=[O:46])=[O:41]. (2) The reactants are Br[C:2]1[C:3]([NH:9][CH2:10][C:11]([O:13]CC)=O)=[N:4][CH:5]=[C:6]([Br:8])[N:7]=1.[CH3:16][O:17][C@H:18]1[CH2:23][CH2:22][C@H:21]([CH2:24][NH2:25])[CH2:20][CH2:19]1.C(N(C(C)C)CC)(C)C.O. The catalyst is CS(C)=O. The product is [Br:8][C:6]1[N:7]=[C:2]2[N:25]([CH2:24][C@H:21]3[CH2:22][CH2:23][C@H:18]([O:17][CH3:16])[CH2:19][CH2:20]3)[C:11](=[O:13])[CH2:10][NH:9][C:3]2=[N:4][CH:5]=1. The yield is 0.760.